From a dataset of Reaction yield outcomes from USPTO patents with 853,638 reactions. Predict the reaction yield, written as a fraction of the theoretical maximum amount of product (1.0 means a 100% yield; for example, 0.34 means a 34% yield). (1) The reactants are [Cl:1][C:2]1[CH:16]=[CH:15][C:5]([C:6]([N:8]2[CH2:13][CH2:12][CH2:11][C@@H:10]([NH2:14])[CH2:9]2)=[O:7])=[CH:4][CH:3]=1.[Cl:17][C:18]1[CH:26]=[CH:25][C:21]([C:22](Cl)=[O:23])=[CH:20][CH:19]=1.[OH-].[Na+].[Cl-].[Na+]. The catalyst is ClC1C=CC=CC=1. The product is [Cl:1][C:2]1[CH:16]=[CH:15][C:5]([C:6]([N:8]2[CH2:13][CH2:12][CH2:11][C@@H:10]([NH:14][C:22](=[O:23])[C:21]3[CH:25]=[CH:26][C:18]([Cl:17])=[CH:19][CH:20]=3)[CH2:9]2)=[O:7])=[CH:4][CH:3]=1. The yield is 0.360. (2) The reactants are [Cl:1][C:2]1[CH:3]=[C:4]([F:9])[C:5]([NH2:8])=[N:6][CH:7]=1.[O-:10]S(OOS([O-])(=O)=O)(=O)=O.[Na+].[Na+].[OH2:22].C([O-])(O)=O.[Na+]. The catalyst is OS(O)(=O)=O. The product is [Cl:1][C:2]1[CH:3]=[C:4]([F:9])[C:5]([N+:8]([O-:10])=[O:22])=[N:6][CH:7]=1. The yield is 0.330. (3) The reactants are Cl.[NH2:2][CH2:3][C:4]1[CH:12]=[CH:11][CH:10]=[C:9]2[C:5]=1[C:6](=[O:22])[N:7]([CH:14]1[CH2:19][CH2:18][C:17](=[O:20])[NH:16][C:15]1=[O:21])[C:8]2=[O:13].[F:23][C:24]1[C:32]([C:33]([F:36])([F:35])[F:34])=[CH:31][CH:30]=[CH:29][C:25]=1[C:26](Cl)=[O:27].C(N(C(C)C)CC)(C)C. The catalyst is C(Cl)Cl. The product is [O:21]=[C:15]1[CH:14]([N:7]2[C:6](=[O:22])[C:5]3[C:9](=[CH:10][CH:11]=[CH:12][C:4]=3[CH2:3][NH:2][C:26](=[O:27])[C:25]3[CH:29]=[CH:30][CH:31]=[C:32]([C:33]([F:34])([F:35])[F:36])[C:24]=3[F:23])[C:8]2=[O:13])[CH2:19][CH2:18][C:17](=[O:20])[NH:16]1. The yield is 0.720. (4) The reactants are [Li][CH2:2][CH2:3]CC.[C:6]([N:13]1[C@@H:18]([CH:19]=O)[CH2:17][CH2:16][CH2:15][C@@H:14]1[CH3:21])([O:8][C:9]([CH3:12])([CH3:11])[CH3:10])=[O:7].CCOC(C)=O.CCCCCC. The catalyst is [Br-].C([P+](C1C=CC=CC=1)(C1C=CC=CC=1)C1C=CC=CC=1)C.C1COCC1.O. The product is [C:6]([N:13]1[C@@H:18]([CH:19]=[CH:2][CH3:3])[CH2:17][CH2:16][CH2:15][C@@H:14]1[CH3:21])([O:8][C:9]([CH3:12])([CH3:11])[CH3:10])=[O:7]. The yield is 0.810. (5) The product is [Cl:21][CH2:15][C:11]1[S:10][C:9]([C:3]2[CH:4]=[CH:5][C:6]([CH3:8])=[CH:7][C:2]=2[F:1])=[N:13][C:12]=1[CH3:14]. No catalyst specified. The reactants are [F:1][C:2]1[CH:7]=[C:6]([CH3:8])[CH:5]=[CH:4][C:3]=1[C:9]1[S:10][C:11]([CH2:15]O)=[C:12]([CH3:14])[N:13]=1.CS([Cl:21])(=O)=O. The yield is 1.00. (6) The reactants are [NH2:1][N:2]1[C:7](=[O:8])[C:6]([C:9]2[NH:14][C:13]3[CH:15]=[CH:16][CH:17]=[CH:18][C:12]=3[S:11](=[O:20])(=[O:19])[N:10]=2)=[C:5]([OH:21])[C:4]2[S:22][CH:23]=[CH:24][C:3]1=2.[CH:25](=O)[CH2:26][CH2:27][CH2:28][CH3:29]. The catalyst is CN(C)C(=O)C. The product is [O:19]=[S:11]1(=[O:20])[C:12]2[CH:18]=[CH:17][CH:16]=[CH:15][C:13]=2[NH:14][C:9]([C:6]2[C:7](=[O:8])[N:2]([N:1]=[CH:25][CH2:26][CH2:27][CH2:28][CH3:29])[C:3]3[CH:24]=[CH:23][S:22][C:4]=3[C:5]=2[OH:21])=[N:10]1. The yield is 0.700.